The task is: Predict the product of the given reaction.. This data is from Forward reaction prediction with 1.9M reactions from USPTO patents (1976-2016). (1) Given the reactants [N+:1]([C:4]1[CH:5]=[CH:6][C:7](=O)[NH:8][C:9]=1[C:10]([F:13])([F:12])[F:11])([O-:3])=[O:2].CN(C=O)C.O=P(Cl)(Cl)[Cl:22], predict the reaction product. The product is: [Cl:22][C:7]1[N:8]=[C:9]([C:10]([F:13])([F:12])[F:11])[C:4]([N+:1]([O-:3])=[O:2])=[CH:5][CH:6]=1. (2) The product is: [C:37]([OH:44])(=[O:43])/[CH:38]=[CH:39]\[C:40]([OH:42])=[O:41].[C:37]([OH:44])(=[O:43])/[CH:38]=[CH:39]\[C:40]([OH:42])=[O:41].[CH3:1][N:2]1[CH2:3][CH2:4][N:5]([C@@H:8]2[CH2:13][CH2:12][C@H:11]([N:14]3[C:18]4=[N:19][CH:20]=[N:21][C:22]([NH2:23])=[C:17]4[C:16]([C:24]4[CH:25]=[N:26][C:27]([O:30][C:31]5[CH:32]=[CH:33][CH:34]=[CH:35][CH:36]=5)=[CH:28][CH:29]=4)=[N:15]3)[CH2:10][CH2:9]2)[CH2:6][CH2:7]1. Given the reactants [CH3:1][N:2]1[CH2:7][CH2:6][N:5]([C@@H:8]2[CH2:13][CH2:12][C@H:11]([N:14]3[C:18]4=[N:19][CH:20]=[N:21][C:22]([NH2:23])=[C:17]4[C:16]([C:24]4[CH:25]=[N:26][C:27]([O:30][C:31]5[CH:36]=[CH:35][CH:34]=[CH:33][CH:32]=5)=[CH:28][CH:29]=4)=[N:15]3)[CH2:10][CH2:9]2)[CH2:4][CH2:3]1.[C:37]([OH:44])(=[O:43])/[CH:38]=[CH:39]\[C:40]([OH:42])=[O:41], predict the reaction product. (3) Given the reactants [Na].CC1C(C[S:23]([C:25]2[NH:29][C:28]3[CH:30]=[CH:31][CH:32]=[CH:33][C:27]=3[N:26]=2)=O)=NC=CC=1OCC1(C)OCC2(OCCO2)CO1.ClC1C=CC=[C:37]([C:41]([O:43]O)=O)C=1.CC1(C)OCC(COC2C=CN=C(CO)C=2C)C[O:47]1, predict the reaction product. The product is: [NH:29]1[C:28]2[CH:30]=[C:31]3[O:43][CH2:41][CH2:37][O:47][C:32]3=[CH:33][C:27]=2[N:26]=[C:25]1[SH:23]. (4) Given the reactants [CH3:1][C@@H:2]1[CH2:6][N:5]([C:7]([O:9]C(C)(C)C)=O)[C@H:4]([C:14]2[NH:18][C:17]3[C:19]4[C:24]([CH:25]=[CH:26][C:16]=3[N:15]=2)=[CH:23][C:22]2[C:27]3[C:32]([CH2:33][O:34][C:21]=2[CH:20]=4)=[CH:31][C:30]([B:35]2[O:39][C:38]([CH3:41])([CH3:40])[C:37]([CH3:43])([CH3:42])[O:36]2)=[CH:29][CH:28]=3)[CH2:3]1.Cl.[CH3:45][O:46][C:47]([NH:49][C@@H:50]([CH:54]([CH3:56])[CH3:55])C(O)=O)=[O:48].CN(C(ON1N=NC2C=CC=NC1=2)=[N+](C)C)C.F[P-](F)(F)(F)(F)F.CCN(C(C)C)C(C)C, predict the reaction product. The product is: [CH3:55][CH:54]([CH3:56])[C@H:50]([NH:49][C:47](=[O:48])[O:46][CH3:45])[C:7]([N:5]1[CH2:6][C@@H:2]([CH3:1])[CH2:3][C@H:4]1[C:14]1[NH:18][C:17]2[C:19]3[C:24]([CH:25]=[CH:26][C:16]=2[N:15]=1)=[CH:23][C:22]1[C:27]2[C:32]([CH2:33][O:34][C:21]=1[CH:20]=3)=[CH:31][C:30]([B:35]1[O:39][C:38]([CH3:41])([CH3:40])[C:37]([CH3:42])([CH3:43])[O:36]1)=[CH:29][CH:28]=2)=[O:9]. (5) Given the reactants [C:1]1([CH2:7][CH2:8][CH2:9][NH2:10])[CH:6]=[CH:5][CH:4]=[CH:3][CH:2]=1.[N+:11]([O-])([OH:13])=[O:12], predict the reaction product. The product is: [N+:11]([C:4]1[CH:5]=[CH:6][C:1]([CH2:7][CH2:8][CH2:9][NH2:10])=[CH:2][CH:3]=1)([O-:13])=[O:12]. (6) Given the reactants [O:1]1[CH2:6][CH2:5][N:4]([C:7]2[CH:12]=[CH:11][C:10]([C:13]3[S:14][C:15]([NH2:18])=[CH:16][N:17]=3)=[CH:9][CH:8]=2)[CH2:3][CH2:2]1.C[Al](C)C.[NH:23](/[C:27](/[CH3:33])=[CH:28]\[C:29](OC)=[O:30])[C:24]([CH3:26])=O, predict the reaction product. The product is: [CH3:26][C:24]1[N:18]([C:15]2[S:14][C:13]([C:10]3[CH:9]=[CH:8][C:7]([N:4]4[CH2:5][CH2:6][O:1][CH2:2][CH2:3]4)=[CH:12][CH:11]=3)=[N:17][CH:16]=2)[C:29](=[O:30])[CH:28]=[C:27]([CH3:33])[N:23]=1. (7) Given the reactants [C:1]([NH:4][C:5]1[C:14]([Cl:15])=[CH:13][C:8]([C:9]([O:11][CH3:12])=[O:10])=[C:7]([OH:16])[CH:6]=1)(=[O:3])[CH3:2].CCN(CC)CC.[F:24][C:25]([F:38])([F:37])[S:26](O[S:26]([C:25]([F:38])([F:37])[F:24])(=[O:28])=[O:27])(=[O:28])=[O:27], predict the reaction product. The product is: [C:1]([NH:4][C:5]1[C:14]([Cl:15])=[CH:13][C:8]([C:9]([O:11][CH3:12])=[O:10])=[C:7]([O:16][S:26]([C:25]([F:38])([F:37])[F:24])(=[O:28])=[O:27])[CH:6]=1)(=[O:3])[CH3:2].